From a dataset of Reaction yield outcomes from USPTO patents with 853,638 reactions. Predict the reaction yield, written as a fraction of the theoretical maximum amount of product (1.0 means a 100% yield; for example, 0.34 means a 34% yield). The reactants are [CH2:1]([O:3][C:4]([C@@H:6]1[C@H:10]([CH2:11][CH2:12][CH:13]=O)[CH2:9][CH2:8][N:7]1[C@@H:15]([CH3:22])/[C:16](/[CH3:21])=[CH:17]/[CH:18]=[CH:19]\[CH3:20])=[O:5])[CH3:2].[CH2:23]([NH2:31])[CH2:24][C:25]1[CH:30]=[CH:29][CH:28]=[CH:27][CH:26]=1.[BH3-]C#N.[Na+]. The catalyst is CCO.CCOCC. The product is [CH2:1]([O:3][C:4]([C@@H:6]1[C@H:10]([CH2:11][CH2:12][CH2:13][NH:31][CH2:23][CH2:24][C:25]2[CH:30]=[CH:29][CH:28]=[CH:27][CH:26]=2)[CH2:9][CH2:8][N:7]1[C@H:15]([C:16]1[CH:21]=[CH:20][CH:19]=[CH:18][CH:17]=1)[CH3:22])=[O:5])[CH3:2]. The yield is 0.300.